From a dataset of Peptide-MHC class II binding affinity with 134,281 pairs from IEDB. Regression. Given a peptide amino acid sequence and an MHC pseudo amino acid sequence, predict their binding affinity value. This is MHC class II binding data. (1) The peptide sequence is LEDARRLKAIYEK. The MHC is DRB1_0404 with pseudo-sequence DRB1_0404. The binding affinity (normalized) is 0. (2) The peptide sequence is FFGQNTAAIAATEAQ. The MHC is HLA-DQA10301-DQB10302 with pseudo-sequence HLA-DQA10301-DQB10302. The binding affinity (normalized) is 0.191.